Dataset: Catalyst prediction with 721,799 reactions and 888 catalyst types from USPTO. Task: Predict which catalyst facilitates the given reaction. (1) Reactant: [Br:1][C:2]1[CH:7]=[C:6]([F:8])[CH:5]=[CH:4][C:3]=1[CH:9]1[C:14]([C:15]([O:17][CH2:18][CH3:19])=[O:16])=[C:13]([CH3:20])[NH:12][C:11]([C:21]2[S:22][CH:23]=[C:24]([CH2:26][C:27]([OH:29])=O)[N:25]=2)=[N:10]1.C[CH2:31][N:32]=C=NCCCN(C)C.Cl.C1C=NC2N(O)N=NC=2C=1.CCN(C(C)C)C(C)C.Cl.CN. Product: [Br:1][C:2]1[CH:7]=[C:6]([F:8])[CH:5]=[CH:4][C:3]=1[CH:9]1[C:14]([C:15]([O:17][CH2:18][CH3:19])=[O:16])=[C:13]([CH3:20])[NH:12][C:11]([C:21]2[S:22][CH:23]=[C:24]([CH2:26][C:27]([NH:32][CH3:31])=[O:29])[N:25]=2)=[N:10]1. The catalyst class is: 31. (2) Reactant: [CH3:1][S:2]([C:5]1[C:14]([CH:15]=[O:16])=[CH:13][C:12]2[C:7](=[CH:8][CH:9]=[C:10]([CH3:17])[CH:11]=2)[N:6]=1)(=[O:4])=[O:3].[BH4-].[Na+]. Product: [CH3:1][S:2]([C:5]1[C:14]([CH2:15][OH:16])=[CH:13][C:12]2[C:7](=[CH:8][CH:9]=[C:10]([CH3:17])[CH:11]=2)[N:6]=1)(=[O:4])=[O:3]. The catalyst class is: 5. (3) Reactant: [CH2:1]([O:8][C@H:9]1[C@H:15]([O:16][CH2:17][C:18]2[CH:23]=[CH:22][CH:21]=[CH:20][CH:19]=2)[C@@H:14]([O:24][CH2:25][C:26]2[CH:31]=[CH:30][CH:29]=[CH:28][CH:27]=2)[C@:13]2([C:33]3[CH:38]=[CH:37][C:36]([Cl:39])=[C:35]([CH2:40][C:41]4[CH:46]=[CH:45][C:44]([O:47][CH2:48][CH3:49])=[CH:43][CH:42]=4)[CH:34]=3)[O:32][C@@:10]1([CH:50]=[O:51])[CH2:11][O:12]2)[C:2]1[CH:7]=[CH:6][CH:5]=[CH:4][CH:3]=1.[CH2:52]([Mg]Br)[CH3:53]. Product: [CH2:1]([O:8][C@H:9]1[C@H:15]([O:16][CH2:17][C:18]2[CH:19]=[CH:20][CH:21]=[CH:22][CH:23]=2)[C@@H:14]([O:24][CH2:25][C:26]2[CH:31]=[CH:30][CH:29]=[CH:28][CH:27]=2)[C@:13]2([C:33]3[CH:38]=[CH:37][C:36]([Cl:39])=[C:35]([CH2:40][C:41]4[CH:42]=[CH:43][C:44]([O:47][CH2:48][CH3:49])=[CH:45][CH:46]=4)[CH:34]=3)[O:32][C@:10]1([CH:50]([OH:51])[CH2:52][CH3:53])[CH2:11][O:12]2)[C:2]1[CH:7]=[CH:6][CH:5]=[CH:4][CH:3]=1. The catalyst class is: 7. (4) Reactant: [C:1]([NH2:10])(=[O:9])[C:2]1[C:3](=[CH:5][CH:6]=[CH:7][CH:8]=1)[NH2:4].[CH:11]1([C:17](Cl)=[O:18])[CH2:16][CH2:15][CH2:14][CH2:13][CH2:12]1.C(N(CC)CC)C. Product: [CH:11]1([C:17]([NH:4][C:3]2[CH:5]=[CH:6][CH:7]=[CH:8][C:2]=2[C:1]([NH2:10])=[O:9])=[O:18])[CH2:16][CH2:15][CH2:14][CH2:13][CH2:12]1. The catalyst class is: 4.